This data is from Catalyst prediction with 721,799 reactions and 888 catalyst types from USPTO. The task is: Predict which catalyst facilitates the given reaction. (1) Reactant: [Cl-].[Al+3].[Cl-].[Cl-].[Br:5][C:6]1[CH:11]=[CH:10][C:9]([C:12]2[CH:17]=[CH:16][CH:15]=[CH:14][CH:13]=2)=[CH:8][CH:7]=1.[C:18]([CH2:22][CH2:23][C:24](Cl)=[O:25])([O:20][CH3:21])=[O:19]. Product: [Br:5][C:6]1[CH:7]=[CH:8][C:9]([C:12]2[CH:17]=[CH:16][C:15]([C:24](=[O:25])[CH2:23][CH2:22][C:18]([O:20][CH3:21])=[O:19])=[CH:14][CH:13]=2)=[CH:10][CH:11]=1. The catalyst class is: 4. (2) Reactant: [CH3:1][O:2][C:3]1[CH:23]=[CH:22][CH:21]=[CH:20][C:4]=1[CH2:5][N:6]1[C:15]2[C:10](=[CH:11][CH:12]=[CH:13][N:14]=2)[CH:9]=[C:8]([C:16](O)=[O:17])[C:7]1=[O:19].C(Cl)(=O)C([Cl:27])=O.CN(C)C=O. Product: [CH3:1][O:2][C:3]1[CH:23]=[CH:22][CH:21]=[CH:20][C:4]=1[CH2:5][N:6]1[C:15]2[C:10](=[CH:11][CH:12]=[CH:13][N:14]=2)[CH:9]=[C:8]([C:16]([Cl:27])=[O:17])[C:7]1=[O:19]. The catalyst class is: 4.